From a dataset of Reaction yield outcomes from USPTO patents with 853,638 reactions. Predict the reaction yield, written as a fraction of the theoretical maximum amount of product (1.0 means a 100% yield; for example, 0.34 means a 34% yield). (1) The reactants are [Br:1][C:2]1[S:3][C:4]([C:7](OC)([O:10]C)[CH2:8][F:9])=[CH:5][CH:6]=1.Cl.CCCCCC. The catalyst is CC#N.C(Cl)Cl. The product is [Br:1][C:2]1[S:3][C:4]([C:7](=[O:10])[CH2:8][F:9])=[CH:5][CH:6]=1. The yield is 0.840. (2) The reactants are [Cl:1][C:2]1[CH:3]=[C:4](Br)[C:5]2[N:6]([CH:8]=[CH:9][N:10]=2)[CH:7]=1.[O:12]1[CH2:15][CH:14]([N:16]2[CH2:21][CH2:20][N:19]([C:22]3[CH:23]=[CH:24][C:25]([NH2:28])=[N:26][CH:27]=3)[CH2:18][CH2:17]2)[CH2:13]1.CC1(C)C2C(=C(P(C3C=CC=CC=3)C3C=CC=CC=3)C=CC=2)OC2C(P(C3C=CC=CC=3)C3C=CC=CC=3)=CC=CC1=2.C([O-])([O-])=O.[Cs+].[Cs+]. The catalyst is C1C=CC(/C=C/C(/C=C/C2C=CC=CC=2)=O)=CC=1.C1C=CC(/C=C/C(/C=C/C2C=CC=CC=2)=O)=CC=1.C1C=CC(/C=C/C(/C=C/C2C=CC=CC=2)=O)=CC=1.[Pd].[Pd].O1CCOCC1. The product is [Cl:1][C:2]1[CH:3]=[C:4]([NH:28][C:25]2[CH:24]=[CH:23][C:22]([N:19]3[CH2:20][CH2:21][N:16]([CH:14]4[CH2:13][O:12][CH2:15]4)[CH2:17][CH2:18]3)=[CH:27][N:26]=2)[C:5]2[N:6]([CH:8]=[CH:9][N:10]=2)[CH:7]=1. The yield is 0.660. (3) The reactants are [NH2:1][C:2]1[C:7]([C:8]2[N:30]([C:31]3[CH:36]=[CH:35][C:34]([C:37]4([NH:41]C(=O)OC(C)(C)C)[CH2:40][CH2:39][CH2:38]4)=[CH:33][CH:32]=3)[C:11]3=[N:12][C:13]([C:16]4[CH:21]=[CH:20][CH:19]=[C:18]([N:22]5[CH2:27][C@H:26]([CH3:28])[O:25][C@H:24]([CH3:29])[CH2:23]5)[CH:17]=4)=[CH:14][CH:15]=[C:10]3[N:9]=2)=[CH:6][CH:5]=[CH:4][N:3]=1.[ClH:49].O1CCOCC1. The catalyst is C(Cl)Cl. The product is [ClH:49].[ClH:49].[ClH:49].[NH2:41][C:37]1([C:34]2[CH:35]=[CH:36][C:31]([N:30]3[C:11]4=[N:12][C:13]([C:16]5[CH:21]=[CH:20][CH:19]=[C:18]([N:22]6[CH2:23][C@H:24]([CH3:29])[O:25][C@H:26]([CH3:28])[CH2:27]6)[CH:17]=5)=[CH:14][CH:15]=[C:10]4[N:9]=[C:8]3[C:7]3[C:2]([NH2:1])=[N:3][CH:4]=[CH:5][CH:6]=3)=[CH:32][CH:33]=2)[CH2:40][CH2:39][CH2:38]1. The yield is 0.947. (4) The reactants are [C:9](O[C:9]([O:11][C:12]([CH3:15])([CH3:14])[CH3:13])=[O:10])([O:11][C:12]([CH3:15])([CH3:14])[CH3:13])=[O:10].[CH2:16]([NH:19][CH2:20][C:21]1[CH:22]=[CH:23][CH:24]=[C:25]2[C:29]=1[NH:28][CH:27]=[CH:26]2)[CH:17]=[CH2:18].C(OCC)(=O)C. The catalyst is O1CCCC1. The product is [C:12]([O:11][C:9]([N:19]([CH2:16][CH:17]=[CH2:18])[CH2:20][C:21]1[CH:22]=[CH:23][CH:24]=[C:25]2[C:29]=1[NH:28][CH:27]=[CH:26]2)=[O:10])([CH3:13])([CH3:14])[CH3:15]. The yield is 1.00. (5) The product is [Cl:1][C:2]1[NH:10][C:9]2[C:8](=[O:14])[N:7]([CH2:15][CH2:16][CH2:17][C:18]([F:20])([F:21])[F:19])[C:6](=[O:22])[N:5]([CH2:23][CH2:24][CH2:25][C:26]([F:29])([F:27])[F:28])[C:4]=2[N:3]=1. The catalyst is O1CCCC1.C1C=CC([P]([Pd]([P](C2C=CC=CC=2)(C2C=CC=CC=2)C2C=CC=CC=2)([P](C2C=CC=CC=2)(C2C=CC=CC=2)C2C=CC=CC=2)[P](C2C=CC=CC=2)(C2C=CC=CC=2)C2C=CC=CC=2)(C2C=CC=CC=2)C2C=CC=CC=2)=CC=1. The reactants are [Cl:1][C:2]1[N:10](CC=C)[C:9]2[C:8](=[O:14])[N:7]([CH2:15][CH2:16][CH2:17][C:18]([F:21])([F:20])[F:19])[C:6](=[O:22])[N:5]([CH2:23][CH2:24][CH2:25][C:26]([F:29])([F:28])[F:27])[C:4]=2[N:3]=1.N1CCOCC1. The yield is 0.169.